From a dataset of Full USPTO retrosynthesis dataset with 1.9M reactions from patents (1976-2016). Predict the reactants needed to synthesize the given product. (1) Given the product [CH3:25][N:26]([CH3:27])[C:21]([C:11]1[CH:12]=[C:13]([C:14]2[CH:19]=[CH:18][C:17]([CH3:20])=[CH:16][N:15]=2)[N:9]([C:6]2[CH:7]=[N:8][C:3]([O:2][CH3:1])=[CH:4][CH:5]=2)[N:10]=1)=[O:23], predict the reactants needed to synthesize it. The reactants are: [CH3:1][O:2][C:3]1[N:8]=[CH:7][C:6]([N:9]2[C:13]([C:14]3[CH:19]=[CH:18][C:17]([CH3:20])=[CH:16][N:15]=3)=[CH:12][C:11]([C:21]([OH:23])=O)=[N:10]2)=[CH:5][CH:4]=1.Cl.[CH3:25][NH:26][CH3:27]. (2) Given the product [Br:24][C:21]1[CH:20]=[CH:19][C:18]([C:16]2[C:15](=[O:25])[N:14]([CH3:26])[C:8]3[N:9]([CH3:13])[C:10]4[C:6]([C:7]=3[CH:17]=2)=[CH:5][C:4]([C:1](=[O:3])[CH:2]=[CH:32][N:33]([CH3:35])[CH3:34])=[CH:12][CH:11]=4)=[CH:23][CH:22]=1, predict the reactants needed to synthesize it. The reactants are: [C:1]([C:4]1[CH:5]=[C:6]2[C:10](=[CH:11][CH:12]=1)[N:9]([CH3:13])[C:8]1[N:14]([CH3:26])[C:15](=[O:25])[C:16]([C:18]3[CH:23]=[CH:22][C:21]([Br:24])=[CH:20][CH:19]=3)=[CH:17][C:7]2=1)(=[O:3])[CH3:2].CC(O[CH:32](N(C)C)[N:33]([CH3:35])[CH3:34])(C)C. (3) Given the product [C:8]1([C:6]2[CH:7]=[C:3]([CH2:2][O:1][C:19]3[CH:20]=[C:21]4[C:25](=[CH:26][CH:27]=3)[C:24](=[O:28])[CH2:23][CH2:22]4)[S:4][C:5]=2[C:14]([F:17])([F:15])[F:16])[CH:13]=[CH:12][CH:11]=[CH:10][CH:9]=1, predict the reactants needed to synthesize it. The reactants are: [OH:1][CH2:2][C:3]1[S:4][C:5]([C:14]([F:17])([F:16])[F:15])=[C:6]([C:8]2[CH:13]=[CH:12][CH:11]=[CH:10][CH:9]=2)[CH:7]=1.O[C:19]1[CH:20]=[C:21]2[C:25](=[CH:26][CH:27]=1)[C:24](=[O:28])[CH2:23][CH2:22]2.C1(P(C2C=CC=CC=2)C2C=CC=CC=2)C=CC=CC=1.CCOC(/N=N/C(OCC)=O)=O. (4) Given the product [Cl:1][C:2]1[C:3]([CH3:21])=[CH:4][C:5]([NH2:18])=[C:6]([NH:8][CH2:9][CH:14]([OH:15])[CH:13]([OH:16])[CH:12]([OH:17])[CH2:11][OH:10])[CH:7]=1, predict the reactants needed to synthesize it. The reactants are: [Cl:1][C:2]1[C:3]([CH3:21])=[CH:4][C:5]([N+:18]([O-])=O)=[C:6]([NH:8][CH:9]2[CH:14]([OH:15])[CH:13]([OH:16])[CH:12]([OH:17])[CH2:11][O:10]2)[CH:7]=1.[BH4-].[Na+]. (5) Given the product [C:1]([O:5][C:6](=[O:7])[NH:8][C@H:9]1[CH2:10][CH2:11][C@H:12]([CH2:15][CH2:16][OH:17])[CH2:13][CH2:14]1)([CH3:4])([CH3:2])[CH3:3], predict the reactants needed to synthesize it. The reactants are: [C:1]([O:5][C:6]([NH:8][CH:9]1[CH2:14][CH2:13][CH:12]([CH2:15][C:16](O)=[O:17])[CH2:11][CH2:10]1)=[O:7])([CH3:4])([CH3:3])[CH3:2].CO. (6) The reactants are: Br[C:2]1[CH:3]=[CH:4][C:5]2[O:10][CH2:9][C:8](=[O:11])[N:7]([CH3:12])[C:6]=2[CH:13]=1.[CH3:14][C:15]1([CH3:31])[C:19]([CH3:21])([CH3:20])[O:18][B:17]([B:17]2[O:18][C:19]([CH3:21])([CH3:20])[C:15]([CH3:31])([CH3:14])[O:16]2)[O:16]1. Given the product [CH3:12][N:7]1[C:6]2[CH:13]=[C:2]([B:17]3[O:18][C:19]([CH3:21])([CH3:20])[C:15]([CH3:31])([CH3:14])[O:16]3)[CH:3]=[CH:4][C:5]=2[O:10][CH2:9][C:8]1=[O:11], predict the reactants needed to synthesize it. (7) Given the product [CH2:83]([N:80]1[C:75]2=[N:76][C:77]([CH2:78][CH3:79])=[C:72]([CH2:71][NH:28][C:26]([C:23]3([C:21]([NH:20][CH2:29][C:30]4[CH:35]=[CH:34][C:33]([F:36])=[C:32]([C:37]5[CH:42]=[CH:41][CH:40]=[C:39]([CH2:43][N:44]6[CH2:49][CH2:48][N:47]([C:115]([O:117][C:118]([CH3:121])([CH3:120])[CH3:119])=[O:116])[C@@H:46]([CH3:50])[CH2:45]6)[CH:38]=5)[CH:31]=4)=[O:22])[CH2:24][CH2:25]3)=[O:27])[C:73]([NH:85][CH:86]3[CH2:87][CH2:88][O:89][CH2:90][CH2:91]3)=[C:74]2[CH:82]=[N:81]1)[CH3:84], predict the reactants needed to synthesize it. The reactants are: C(N1C2=NC(CC)=C(C[N:20]([CH2:29][C:30]3[CH:31]=[C:32]([C:37]4[CH:42]=[CH:41][CH:40]=[C:39]([CH2:43][N:44]5[CH2:49][CH2:48][NH:47][C@@H:46]([CH3:50])[CH2:45]5)[CH:38]=4)[C:33]([F:36])=[CH:34][CH:35]=3)[C:21]([C:23]3([C:26]([NH2:28])=[O:27])[CH2:25][CH2:24]3)=[O:22])C(NC3CCOCC3)=C2C=N1)C.BrC1C=C(CN([CH2:71][C:72]2[C:73]([NH:85][CH:86]3[CH2:91][CH2:90][O:89][CH2:88][CH2:87]3)=[C:74]3[CH:82]=[N:81][N:80]([CH2:83][CH3:84])[C:75]3=[N:76][C:77]=2[CH2:78][CH3:79])C(C2(C(N)=O)CC2)=O)C=CC=1F.C[C@H]1CN(CC2C=CC=C(B3OC(C)(C)C(C)(C)O3)C=2)CCN1[C:115]([O:117][C:118]([CH3:121])([CH3:120])[CH3:119])=[O:116].C([O-])([O-])=O.[Na+].[Na+]. (8) Given the product [Cl:1][C:2]1[CH:3]=[CH:4][C:5]([C:6]([NH:8][C:9]2[N:13]([CH2:14][CH:15]3[CH2:19][CH2:18][CH2:17][NH:16]3)[C:12]3[CH:27]=[CH:28][CH:29]=[CH:30][C:11]=3[N:10]=2)=[O:7])=[CH:31][CH:32]=1, predict the reactants needed to synthesize it. The reactants are: [Cl:1][C:2]1[CH:32]=[CH:31][C:5]([C:6]([NH:8][C:9]2[N:13]([CH2:14][CH:15]3[CH2:19][CH2:18][CH2:17][N:16]3C(OC(C)(C)C)=O)[C:12]3[CH:27]=[CH:28][CH:29]=[CH:30][C:11]=3[N:10]=2)=[O:7])=[CH:4][CH:3]=1.C(O)(C(F)(F)F)=O.C([O-])(O)=O.[Na+].